Dataset: Retrosynthesis with 50K atom-mapped reactions and 10 reaction types from USPTO. Task: Predict the reactants needed to synthesize the given product. (1) Given the product C=CC(C)(C)c1ccc(O)c(C=O)c1, predict the reactants needed to synthesize it. The reactants are: C=CC(C)(C)c1ccc(OC)c(C=O)c1. (2) Given the product CC(C)Cc1cnc(N2CCN(C(=O)OC(C)(C)C)CC2)c2nncn12, predict the reactants needed to synthesize it. The reactants are: CC(C)(C)OC(=O)N1CCN(c2ncc(Br)n3cnnc23)CC1.CC(C)C[Zn+]. (3) Given the product CC(C)[Si](O[C@@H]1C[C@H](c2ccncc2NC(=O)c2ccc(F)c(-c3c(F)cccc3F)n2)O[C@H](CO)[C@H]1O[Si](C(C)C)(C(C)C)C(C)C)(C(C)C)C(C)C, predict the reactants needed to synthesize it. The reactants are: CC(C)[Si](OC[C@H]1O[C@@H](c2ccncc2NC(=O)c2ccc(F)c(-c3c(F)cccc3F)n2)C[C@@H](O[Si](C(C)C)(C(C)C)C(C)C)[C@@H]1O[Si](C(C)C)(C(C)C)C(C)C)(C(C)C)C(C)C. (4) Given the product COC(=O)CN(C(=O)c1cc(C(F)(F)F)cc(S(C)(=O)=O)c1)c1cnccc1-c1cc(F)c(F)cc1OC, predict the reactants needed to synthesize it. The reactants are: COC(=O)CNc1cnccc1-c1cc(F)c(F)cc1OC.CS(=O)(=O)c1cc(C(=O)O)cc(C(F)(F)F)c1. (5) Given the product CC(C)(C)OC(=O)N1CCC(N(Cc2ccccc2C(F)(F)F)C2CCCC2)CC1, predict the reactants needed to synthesize it. The reactants are: CC(C)(C)OC(=O)N1CCC(NCc2ccccc2C(F)(F)F)CC1.O=C1CCCC1. (6) Given the product CC(C)C(=O)Nc1cc(C2Nc3ccc(C(=O)O)cc3CC2(C)C)ccc1F, predict the reactants needed to synthesize it. The reactants are: COC(=O)c1ccc2c(c1)CC(C)(C)C(c1ccc(F)c(NC(=O)C(C)C)c1)N2. (7) Given the product O=C(O)[C@H](CC(F)(F)Cc1ccccc1)NC(=O)N1CCOCC1, predict the reactants needed to synthesize it. The reactants are: COC(=O)[C@H](CC(F)(F)Cc1ccccc1)NC(=O)N1CCOCC1.